This data is from Catalyst prediction with 721,799 reactions and 888 catalyst types from USPTO. The task is: Predict which catalyst facilitates the given reaction. (1) Reactant: [CH3:1][C:2]1([CH3:30])[C:14]2[CH:13]=[C:12]([C:15]3[CH:20]=[CH:19][C:18]([N+:21]([O-])=O)=[CH:17][C:16]=3[C:24]3[CH:29]=[CH:28][CH:27]=[CH:26][CH:25]=3)[CH:11]=[CH:10][C:9]=2[C:8]2[C:3]1=[CH:4][CH:5]=[CH:6][CH:7]=2.Cl. Product: [CH3:1][C:2]1([CH3:30])[C:14]2[CH:13]=[C:12]([C:15]3[C:16]([C:24]4[CH:25]=[CH:26][CH:27]=[CH:28][CH:29]=4)=[CH:17][C:18]([NH2:21])=[CH:19][CH:20]=3)[CH:11]=[CH:10][C:9]=2[C:8]2[C:3]1=[CH:4][CH:5]=[CH:6][CH:7]=2. The catalyst class is: 186. (2) Reactant: [Cl:1][C:2]1[C:3]([O:23][C:24]([F:32])([F:31])[CH:25]([F:30])[C:26]([F:29])([F:28])[F:27])=[N:4][N:5]([C:9]2[CH:14]=[C:13]([S:15][CH2:16][C:17]([F:20])([F:19])[F:18])[C:12]([CH3:21])=[CH:11][C:10]=2[F:22])[C:6]=1[NH:7][CH3:8].ClC1C=CC=C(C(OO)=[O:41])C=1. Product: [Cl:1][C:2]1[C:3]([O:23][C:24]([F:31])([F:32])[CH:25]([F:30])[C:26]([F:27])([F:28])[F:29])=[N:4][N:5]([C:9]2[CH:14]=[C:13]([S:15]([CH2:16][C:17]([F:20])([F:19])[F:18])=[O:41])[C:12]([CH3:21])=[CH:11][C:10]=2[F:22])[C:6]=1[NH:7][CH3:8]. The catalyst class is: 22. (3) Reactant: [OH:1]OS([O-])=O.[K+].[Cl:7][C:8]1[CH:9]=[C:10]([S:15][C:16]2[C:17]([CH3:25])=[N:18][N:19]([CH2:22][CH2:23][OH:24])[C:20]=2[CH3:21])[CH:11]=[C:12]([Cl:14])[CH:13]=1.[OH2:26]. Product: [Cl:14][C:12]1[CH:11]=[C:10]([S:15]([C:16]2[C:17]([CH3:25])=[N:18][N:19]([CH2:22][CH2:23][OH:24])[C:20]=2[CH3:21])(=[O:1])=[O:26])[CH:9]=[C:8]([Cl:7])[CH:13]=1. The catalyst class is: 5. (4) The catalyst class is: 7. Product: [F:23][C:24]([F:43])([F:42])[S:25]([O:9][C:10]1[CH2:11][CH2:12][N:13]([C:16]([O:18][C:19]([CH3:22])([CH3:21])[CH3:20])=[O:17])[CH2:14][CH:15]=1)(=[O:27])=[O:26]. Reactant: C([N-]C(C)C)(C)C.[Li+].[O:9]=[C:10]1[CH2:15][CH2:14][N:13]([C:16]([O:18][C:19]([CH3:22])([CH3:21])[CH3:20])=[O:17])[CH2:12][CH2:11]1.[F:23][C:24]([F:43])([F:42])[S:25](N(C1C=CC=CC=1)[S:25]([C:24]([F:43])([F:42])[F:23])(=[O:27])=[O:26])(=[O:27])=[O:26].C(=O)([O-])[O-].[K+].[K+]. (5) Reactant: F[C:2]1[C:3]([C:8]2[N:12]=[C:11]([C:13]3[CH:18]=[C:17]([C:19]#[N:20])[CH:16]=[C:15]([F:21])[CH:14]=3)[O:10][N:9]=2)=[N:4][CH:5]=[CH:6][CH:7]=1.[CH3:22][N:23]([CH3:40])[CH2:24][CH2:25][CH2:26][CH2:27][CH2:28][CH2:29][O:30]CCCCCCN(C)C.[K].O1CCOCCOCCOCCOCCOCC1. Product: [CH3:22][N:23]([CH3:40])[CH2:24][CH2:25][CH2:26][CH2:27][CH2:28][CH2:29][O:30][C:2]1[C:3]([C:8]2[N:12]=[C:11]([C:13]3[CH:14]=[C:15]([F:21])[CH:16]=[C:17]([C:19]#[N:20])[CH:18]=3)[O:10][N:9]=2)=[N:4][CH:5]=[CH:6][CH:7]=1. The catalyst class is: 9.